The task is: Binary Classification. Given a T-cell receptor sequence (or CDR3 region) and an epitope sequence, predict whether binding occurs between them.. This data is from TCR-epitope binding with 47,182 pairs between 192 epitopes and 23,139 TCRs. (1) The epitope is QECVRGTTVL. The TCR CDR3 sequence is CASSQATPLAGGQDTQYF. Result: 1 (the TCR binds to the epitope). (2) The epitope is RQLLFVVEV. The TCR CDR3 sequence is CASSQYRATQETQYF. Result: 0 (the TCR does not bind to the epitope). (3) The epitope is TEILPVSMTK. The TCR CDR3 sequence is CASSSDTGTANQPQHF. Result: 1 (the TCR binds to the epitope). (4) The epitope is GILGFVFTL. The TCR CDR3 sequence is CASSLPGMSNSPLHF. Result: 1 (the TCR binds to the epitope). (5) The epitope is GTSGSPIVNR. The TCR CDR3 sequence is CASSLGPEDTQYF. Result: 1 (the TCR binds to the epitope).